Dataset: Reaction yield outcomes from USPTO patents with 853,638 reactions. Task: Predict the reaction yield, written as a fraction of the theoretical maximum amount of product (1.0 means a 100% yield; for example, 0.34 means a 34% yield). (1) The reactants are [N:1]1([NH:7][C:8](=[O:17])[C:9]2[CH:14]=[CH:13][C:12]([OH:15])=[C:11](Br)[CH:10]=2)[CH2:6][CH2:5][O:4][CH2:3][CH2:2]1.C1(P(C2C=CC=CC=2)C2C=CC=CC=2)C=CC=CC=1.C=O.[CH:39]#[N:40]. The catalyst is CC(N(C)C)=O.[C-]#N.[Zn+2].[C-]#N.[Zn].[C].[Pd].O. The product is [N:1]1([NH:7][C:8](=[O:17])[C:9]2[CH:14]=[CH:13][C:12]([OH:15])=[C:11]([C:39]#[N:40])[CH:10]=2)[CH2:6][CH2:5][O:4][CH2:3][CH2:2]1. The yield is 0.824. (2) The reactants are Br[C:2]1[C:7]([F:8])=[CH:6][C:5]([N:9]2[C:18]3[C:13](=[CH:14][C:15]([S:19]([NH:22][C:23]4[CH:27]=[CH:26][O:25][N:24]=4)(=[O:21])=[O:20])=[CH:16][CH:17]=3)[CH:12]=[CH:11][C:10]2=[O:28])=[C:4]([O:29][CH3:30])[CH:3]=1.[Br-].[CH2:32]([Zn+])[C:33]([CH3:36])([CH3:35])[CH3:34]. The catalyst is C1C=CC(P(C2C=CC=CC=2)[C-]2C=CC=C2)=CC=1.C1C=CC(P(C2C=CC=CC=2)[C-]2C=CC=C2)=CC=1.Cl[Pd]Cl.[Fe+2].C(Cl)Cl.C1COCC1. The product is [F:8][C:7]1[C:2]([CH2:32][C:33]([CH3:36])([CH3:35])[CH3:34])=[CH:3][C:4]([O:29][CH3:30])=[C:5]([N:9]2[C:18]3[C:13](=[CH:14][C:15]([S:19]([NH:22][C:23]4[CH:27]=[CH:26][O:25][N:24]=4)(=[O:20])=[O:21])=[CH:16][CH:17]=3)[CH:12]=[CH:11][C:10]2=[O:28])[CH:6]=1. The yield is 0.244. (3) The reactants are Br[C:2]1[C:3]([F:9])=[CH:4][C:5]([NH2:8])=[N:6][CH:7]=1.[CH3:10][C:11]1([CH3:27])[C:15]([CH3:17])([CH3:16])[O:14][B:13]([B:13]2[O:14][C:15]([CH3:17])([CH3:16])[C:11]([CH3:27])([CH3:10])[O:12]2)[O:12]1.C([O-])(=O)C.[K+]. The catalyst is O1CCOCC1.C1C=CC(P(C2C=CC=CC=2)[C-]2C=CC=C2)=CC=1.C1C=CC(P(C2C=CC=CC=2)[C-]2C=CC=C2)=CC=1.Cl[Pd]Cl.[Fe+2].ClCCl. The product is [F:9][C:3]1[C:2]([B:13]2[O:14][C:15]([CH3:17])([CH3:16])[C:11]([CH3:27])([CH3:10])[O:12]2)=[CH:7][N:6]=[C:5]([NH2:8])[CH:4]=1. The yield is 1.00.